This data is from Reaction yield outcomes from USPTO patents with 853,638 reactions. The task is: Predict the reaction yield, written as a fraction of the theoretical maximum amount of product (1.0 means a 100% yield; for example, 0.34 means a 34% yield). The reactants are [CH3:1][C:2]1[NH:3][C:4]2[C:9]([C:10]=1[CH3:11])=[CH:8][C:7]([O:12][C:13]1[C:22]3[C:17](=[CH:18][C:19]([OH:25])=[C:20]([O:23][CH3:24])[CH:21]=3)[N:16]=[CH:15][N:14]=1)=[CH:6][CH:5]=2.[CH2:26]([S:28]([CH2:31][CH2:32][CH2:33]O)(=[O:30])=[O:29])[CH3:27]. No catalyst specified. The product is [CH3:1][C:2]1[NH:3][C:4]2[C:9]([C:10]=1[CH3:11])=[CH:8][C:7]([O:12][C:13]1[C:22]3[C:17](=[CH:18][C:19]([O:25][CH2:33][CH2:32][CH2:31][S:28]([CH2:26][CH3:27])(=[O:30])=[O:29])=[C:20]([O:23][CH3:24])[CH:21]=3)[N:16]=[CH:15][N:14]=1)=[CH:6][CH:5]=2. The yield is 0.570.